From a dataset of Forward reaction prediction with 1.9M reactions from USPTO patents (1976-2016). Predict the product of the given reaction. Given the reactants [Cl:1][C:2]([Cl:7])([Cl:6])[CH:3](O)[OH:4].[C:8]([NH2:16])(=[O:15])[C:9]1[CH:14]=[CH:13][CH:12]=[CH:11][CH:10]=1, predict the reaction product. The product is: [Cl:1][C:2]([Cl:7])([Cl:6])[CH:3]([NH:16][C:8](=[O:15])[C:9]1[CH:14]=[CH:13][CH:12]=[CH:11][CH:10]=1)[OH:4].